Task: Regression. Given a peptide amino acid sequence and an MHC pseudo amino acid sequence, predict their binding affinity value. This is MHC class I binding data.. Dataset: Peptide-MHC class I binding affinity with 185,985 pairs from IEDB/IMGT The peptide sequence is PEDDGTDWF. The MHC is HLA-A26:01 with pseudo-sequence HLA-A26:01. The binding affinity (normalized) is 0.0847.